From a dataset of Forward reaction prediction with 1.9M reactions from USPTO patents (1976-2016). Predict the product of the given reaction. (1) Given the reactants [CH3:1][O:2][C:3]1[CH:4]=[C:5]2[C:10](=[CH:11][C:12]=1[O:13][CH3:14])[N:9]=[CH:8][CH:7]=[C:6]2[O:15][C:16]1[CH:22]=[CH:21][C:19]([NH2:20])=[C:18]([F:23])[CH:17]=1.C(N(CC)CC)C.ClC(Cl)(O[C:35](=[O:41])OC(Cl)(Cl)Cl)Cl.[F:43][C:44]1[CH:49]=[CH:48][C:47]([CH:50]([NH2:52])[CH3:51])=[CH:46][CH:45]=1, predict the reaction product. The product is: [CH3:1][O:2][C:3]1[CH:4]=[C:5]2[C:10](=[CH:11][C:12]=1[O:13][CH3:14])[N:9]=[CH:8][CH:7]=[C:6]2[O:15][C:16]1[CH:22]=[CH:21][C:19]([NH:20][C:35]([NH:52][CH:50]([C:47]2[CH:48]=[CH:49][C:44]([F:43])=[CH:45][CH:46]=2)[CH3:51])=[O:41])=[C:18]([F:23])[CH:17]=1. (2) Given the reactants [CH:1]([N:4]1[C:9](=[O:10])[CH2:8][C:7](=[O:11])[NH:6][C:5]1=[O:12])([CH3:3])[CH3:2].[H-].[Na+].Br[CH2:16][C:17]([C:19]1[CH:24]=[CH:23][CH:22]=[CH:21][CH:20]=1)=[O:18], predict the reaction product. The product is: [CH:1]([N:4]1[C:9](=[O:10])[CH:8]([CH2:16][C:17](=[O:18])[C:19]2[CH:24]=[CH:23][CH:22]=[CH:21][CH:20]=2)[C:7](=[O:11])[NH:6][C:5]1=[O:12])([CH3:3])[CH3:2]. (3) The product is: [CH:13]1([C:2]2[CH:12]=[N:11][C:5]3[O:6][CH2:7][C:8](=[O:10])[NH:9][C:4]=3[CH:3]=2)[CH2:15][CH2:14]1. Given the reactants Br[C:2]1[CH:12]=[N:11][C:5]2[O:6][CH2:7][C:8](=[O:10])[NH:9][C:4]=2[CH:3]=1.[CH:13]1(B(O)O)[CH2:15][CH2:14]1.C1(P(C2C=CC=CC=2)C2C=CC=CC=2)C=CC=CC=1.C(=O)([O-])[O-].[K+].[K+], predict the reaction product. (4) Given the reactants [C:1]([O:9]CC)(=O)[CH2:2][C:3]([O:5]CC)=O.[C:12]1([NH:18][NH:19][C:20]2[CH:25]=[CH:24][CH:23]=[CH:22][CH:21]=2)[CH:17]=[CH:16][CH:15]=[CH:14][CH:13]=1.CO.C[O-].[Na+], predict the reaction product. The product is: [C:20]1([N:19]2[C:1](=[O:9])[CH2:2][C:3](=[O:5])[N:18]2[C:12]2[CH:17]=[CH:16][CH:15]=[CH:14][CH:13]=2)[CH:21]=[CH:22][CH:23]=[CH:24][CH:25]=1. (5) Given the reactants FC(F)(F)S(O[C:7]1[C:16]2[C:11](=[C:12]([Cl:17])[CH:13]=[CH:14][CH:15]=2)[CH:10]=[CH:9][CH:8]=1)(=O)=O.[CH3:20][C@@H:21]1[CH2:26][NH:25][CH2:24][CH2:23][N:22]1[C:27](=[O:32])[C:28]([F:31])([F:30])[F:29], predict the reaction product. The product is: [Cl:17][C:12]1[CH:13]=[CH:14][CH:15]=[C:16]2[C:11]=1[CH:10]=[CH:9][C:8]([N:25]1[CH2:24][CH2:23][N:22]([C:27](=[O:32])[C:28]([F:31])([F:29])[F:30])[C@H:21]([CH3:20])[CH2:26]1)=[CH:7]2. (6) Given the reactants [S:1]([O:8]S(C(F)(F)F)(=O)=O)([C:4]([F:7])([F:6])[F:5])(=[O:3])=[O:2].[CH2:16]([C:18]1[CH:23]=[C:22]([O:24][CH2:25][O:26][CH2:27][CH2:28][Si:29]([CH3:32])([CH3:31])[CH3:30])[CH:21]=[CH:20][C:19]=1[C:33]1[N:38]=[C:37](O)[C:36]2[CH:40]=[N:41][N:42]([CH2:43][O:44][CH2:45][CH2:46][Si:47]([CH3:50])([CH3:49])[CH3:48])[C:35]=2[CH:34]=1)[CH3:17].N1C=CC=CC=1.C(O)(=O)CC(CC(O)=O)(C(O)=O)O, predict the reaction product. The product is: [F:5][C:4]([F:7])([F:6])[S:1]([O:8][C:37]1[C:36]2[CH:40]=[N:41][N:42]([CH2:43][O:44][CH2:45][CH2:46][Si:47]([CH3:50])([CH3:48])[CH3:49])[C:35]=2[CH:34]=[C:33]([C:19]2[CH:20]=[CH:21][C:22]([O:24][CH2:25][O:26][CH2:27][CH2:28][Si:29]([CH3:32])([CH3:31])[CH3:30])=[CH:23][C:18]=2[CH2:16][CH3:17])[N:38]=1)(=[O:3])=[O:2].